This data is from Forward reaction prediction with 1.9M reactions from USPTO patents (1976-2016). The task is: Predict the product of the given reaction. (1) Given the reactants Cl[C:2]1[CH:7]=[CH:6][C:5]([C:8]2[C:13]3=[N:14][S:15](=[O:19])(=[O:18])[CH2:16][CH2:17][N:12]3[CH:11]=[CH:10][CH:9]=2)=[CH:4][CH:3]=1.C(=O)([O-])[O-].[K+].[K+].[B:26]1([B:26]2[O:30][C:29]([CH3:32])([CH3:31])[C:28]([CH3:34])([CH3:33])[O:27]2)[O:30][C:29]([CH3:32])([CH3:31])[C:28]([CH3:34])([CH3:33])[O:27]1.C1(P(C2CCCCC2)C2CCCCC2)CCCCC1, predict the reaction product. The product is: [CH3:33][C:28]1([CH3:34])[C:29]([CH3:32])([CH3:31])[O:30][B:26]([C:2]2[CH:7]=[CH:6][C:5]([C:8]3[C:13]4=[N:14][S:15](=[O:19])(=[O:18])[CH2:16][CH2:17][N:12]4[CH:11]=[CH:10][CH:9]=3)=[CH:4][CH:3]=2)[O:27]1. (2) Given the reactants [CH2:1]([C:5]12[CH2:17][CH2:16][C:15](=[O:18])[C:14]([CH3:19])=[C:13]1[C:12]1[C:7](=[C:8]([Cl:22])[C:9]([O:20]C)=[CH:10][CH:11]=1)[CH2:6]2)[CH2:2][CH2:3][CH3:4].Cl.N1C=CC=CC=1, predict the reaction product. The product is: [CH2:1]([C:5]12[CH2:17][CH2:16][C:15](=[O:18])[C:14]([CH3:19])=[C:13]1[C:12]1[C:7](=[C:8]([Cl:22])[C:9]([OH:20])=[CH:10][CH:11]=1)[CH2:6]2)[CH2:2][CH2:3][CH3:4]. (3) Given the reactants C[O:2][C:3]([C:5]1[CH:10]=[CH:9][C:8]([O:11][CH2:12][C:13]2[C:14]([C:19]3[CH:24]=[CH:23][C:22]([F:25])=[CH:21][N:20]=3)=[N:15][O:16][C:17]=2[CH3:18])=[CH:7][N:6]=1)=[O:4].O.[OH-].[Li+].CO, predict the reaction product. The product is: [F:25][C:22]1[CH:23]=[CH:24][C:19]([C:14]2[C:13]([CH2:12][O:11][C:8]3[CH:9]=[CH:10][C:5]([C:3]([OH:4])=[O:2])=[N:6][CH:7]=3)=[C:17]([CH3:18])[O:16][N:15]=2)=[N:20][CH:21]=1. (4) The product is: [Br:14][C:12]1[CH:11]=[N:10][CH:9]=[C:8]([O:6][CH:3]([CH3:5])[CH3:4])[CH:13]=1. Given the reactants [H-].[Na+].[CH:3]([OH:6])([CH3:5])[CH3:4].Br[C:8]1[CH:9]=[N:10][CH:11]=[C:12]([Br:14])[CH:13]=1, predict the reaction product. (5) Given the reactants F[P-](F)(F)(F)(F)F.CN(C(N1C2C(=NC=CC=2)[N+]([O-])=N1)=[N+](C)C)C.[F:25][C:26]1[CH:31]=[CH:30][CH:29]=[CH:28][C:27]=1[N:32]1[C:40]2[C:35](=[C:36]([N:41]3[CH2:48][C@@H:47]4[C@@H:43]([NH:44][CH2:45][CH2:46]4)[C:42]3=[O:49])[CH:37]=[CH:38][CH:39]=2)[CH:34]=[N:33]1.[OH:50][C:51]1([C:54](O)=[O:55])[CH2:53][CH2:52]1.C(N(CC)CC)C, predict the reaction product. The product is: [F:25][C:26]1[CH:31]=[CH:30][CH:29]=[CH:28][C:27]=1[N:32]1[C:40]2[C:35](=[C:36]([N:41]3[CH2:48][C@@H:47]4[C@@H:43]([N:44]([C:54]([C:51]5([OH:50])[CH2:53][CH2:52]5)=[O:55])[CH2:45][CH2:46]4)[C:42]3=[O:49])[CH:37]=[CH:38][CH:39]=2)[CH:34]=[N:33]1.